Dataset: Catalyst prediction with 721,799 reactions and 888 catalyst types from USPTO. Task: Predict which catalyst facilitates the given reaction. (1) Reactant: [C:1]([O:5][C:6]([NH:8][CH:9]([CH2:13][C:14]1[C:22]2[C:17](=[CH:18][CH:19]=[C:20](OC3C(C#N)=CC=CN=3)[CH:21]=2)[NH:16][CH:15]=1)[C:10]([OH:12])=O)=[O:7])([CH3:4])([CH3:3])[CH3:2].C(OC(NC(CC1C2C(=CC=C([N+:54]([O-:56])=[O:55])C=2)NC=1)C(O)=O)=O)(C)(C)C.[S:57]1[CH2:61][CH:60]([C:62]([NH2:64])=[O:63])[NH:59][CH2:58]1.C[NH3+].F[P-](F)(F)(F)(F)F.N1(OC(N(C)C)=[N+](C)C)C2N=CC=CC=2N=N1.F[P-](F)(F)(F)(F)F.C(N(CC)C(C)C)(C)C. Product: [C:1]([O:5][C:6](=[O:7])[NH:8][C@@H:9]([CH2:13][C:14]1[C:22]2[C:17](=[CH:18][CH:19]=[C:20]([N+:54]([O-:56])=[O:55])[CH:21]=2)[NH:16][CH:15]=1)[C:10]([N:59]1[C@@H:60]([C:62](=[O:63])[NH2:64])[CH2:61][S:57][CH2:58]1)=[O:12])([CH3:4])([CH3:2])[CH3:3]. The catalyst class is: 348. (2) Product: [C:1]1([C:9]2[CH:14]=[CH:13][CH:12]=[CH:11][CH:10]=2)[CH:6]=[CH:5][CH:4]=[CH:3][C:2]=1[CH2:7][NH:8][C:28]([NH:27][C:24]1[N:23]([C:37]2[CH:38]=[CH:39][CH:40]=[CH:41][CH:42]=2)[N:22]=[C:21]([C:19]2[CH:18]=[N:17][N:16]([CH3:15])[CH:20]=2)[C:25]=1[CH3:26])=[O:29]. Reactant: [C:1]1([C:9]2[CH:14]=[CH:13][CH:12]=[CH:11][CH:10]=2)[CH:6]=[CH:5][CH:4]=[CH:3][C:2]=1[CH2:7][NH2:8].[CH3:15][N:16]1[CH:20]=[C:19]([C:21]2[C:25]([CH3:26])=[C:24]([NH:27][C:28](=O)[O:29]C3C=CC=CC=3)[N:23]([C:37]3[CH:42]=[CH:41][CH:40]=[CH:39][CH:38]=3)[N:22]=2)[CH:18]=[N:17]1.CCN(C(C)C)C(C)C. The catalyst class is: 2. (3) Reactant: [CH3:1][O:2][C:3]1[CH:18]=[CH:17][C:6]([CH2:7][N:8]2[CH:12]=[C:11]([C:13](=O)[CH2:14]Br)[CH:10]=[N:9]2)=[CH:5][CH:4]=1.[NH2:19][C:20]([NH2:22])=[S:21]. Product: [CH3:1][O:2][C:3]1[CH:18]=[CH:17][C:6]([CH2:7][N:8]2[CH:12]=[C:11]([C:13]3[N:19]=[C:20]([NH2:22])[S:21][CH:14]=3)[CH:10]=[N:9]2)=[CH:5][CH:4]=1. The catalyst class is: 21. (4) Reactant: Br[C:2]1[CH:7]=[CH:6][CH:5]=[C:4]([C:8]([F:11])([F:10])[F:9])[N:3]=1.C([Li])CCC.[C:17]([N:24]1[CH2:29][CH2:28][C:27](=[O:30])[CH2:26][CH2:25]1)([O:19][C:20]([CH3:23])([CH3:22])[CH3:21])=[O:18].O. Product: [C:20]([O:19][C:17]([N:24]1[CH2:29][CH2:28][C:27]([OH:30])([C:2]2[CH:7]=[CH:6][CH:5]=[C:4]([C:8]([F:11])([F:10])[F:9])[N:3]=2)[CH2:26][CH2:25]1)=[O:18])([CH3:23])([CH3:21])[CH3:22]. The catalyst class is: 7. (5) Reactant: C(OC(=O)[N:7]([C:20]1[N:21]([C:25]2[CH:30]=[C:29]([CH:31]([CH3:33])[CH3:32])[C:28]([OH:34])=[CH:27][C:26]=2[OH:35])[N:22]=[N:23][CH:24]=1)[C:8]1[CH:13]=[CH:12][C:11]([N:14]2[CH2:19][CH2:18][O:17][CH2:16][CH2:15]2)=[CH:10][CH:9]=1)(C)(C)C. Product: [CH:31]([C:29]1[CH:30]=[C:25]([N:21]2[C:20]([NH:7][C:8]3[CH:9]=[CH:10][C:11]([N:14]4[CH2:15][CH2:16][O:17][CH2:18][CH2:19]4)=[CH:12][CH:13]=3)=[CH:24][N:23]=[N:22]2)[C:26]([OH:35])=[CH:27][C:28]=1[OH:34])([CH3:33])[CH3:32]. The catalyst class is: 157. (6) Reactant: Cl.[Cl:2][C:3]1[CH:23]=[CH:22][C:6]([O:7][C:8]2[CH:21]=[CH:20][C:11]([O:12][CH2:13][C@@H:14]3[CH2:19][CH2:18][CH2:17][CH2:16][NH:15]3)=[CH:10][CH:9]=2)=[CH:5][CH:4]=1.ClC[C:26]1[N:30]=[CH:29][O:28][N:27]=1.[C:31](=O)([O-])[O-].[K+].[K+]. Product: [Cl:2][C:3]1[CH:23]=[CH:22][C:6]([O:7][C:8]2[CH:21]=[CH:20][C:11]([O:12][CH2:13][C@@H:14]3[CH2:19][CH2:18][CH2:17][CH2:16][N:15]3[CH2:31][C:29]3[O:28][N:27]=[CH:26][N:30]=3)=[CH:10][CH:9]=2)=[CH:5][CH:4]=1. The catalyst class is: 3.